Dataset: Experimentally validated miRNA-target interactions with 360,000+ pairs, plus equal number of negative samples. Task: Binary Classification. Given a miRNA mature sequence and a target amino acid sequence, predict their likelihood of interaction. (1) The miRNA is hsa-miR-4646-5p with sequence ACUGGGAAGAGGAGCUGAGGGA. The protein sequence of the target gene is MALQVELVPTGEIIRVVHPHRPCKLALGSDGVRVTMESALTARDRVGVQDFVLLENFTSEAAFIENLRRRFRENLIYTYIGPVLVSVNPYRDLQIYSRQHMERYRGVSFYEVPPHLFAVADTVYRALRTERRDQAVMISGESGAGKTEATKRLLQFYAETCPAPERGGAVRDRLLQSNPVLEAFGNAKTLRNDNSSRFGKYMDVQFDFKGAPVGGHILSYLLEKSRVVHQNHGERNFHIFYQLLEGGEEETLRRLGLERNPQSYLYLVKGQCAKVSSINDKSDWKVVRKALTVIDFTEDE.... Result: 1 (interaction). (2) The miRNA is mmu-miR-3085-3p with sequence UCUGGCUGCUAUGGCCCCCUC. The protein sequence of the target gene is MSQVLFQQLVPLLVKCKDCEERRGSVRVSIELQSLSNPVHRKDLVIRLTDDTDPFFLYNLVISEEDFQSLKLQQGLLVDFLAFPQKFIDLLQQCMQEHAKETPRFLLQLLSSATLLENSPVLLNVVETNPFKHLIHLSLKLLPGNDVEIKKFLAGCLKCSKEEKLSLTRSLDDVTRQLHITQETLSEKMQELDKLRSEWASHTASLTNKHSQELTAEKEKALQTQVQCQQQHEQQKKELETLHQRNIHQLQSRLSELEAANKELTERKYKGDSTVRELKAKLAGVEEELQRAKQEVLSLR.... Result: 1 (interaction). (3) The miRNA is mmu-miR-191-5p with sequence CAACGGAAUCCCAAAAGCAGCUG. The protein sequence of the target gene is MYRSCVVRARKRTCVEPWVIGIISFLSLIVLAVCIGLTVHYVRYNHRRTYNYYSTLSFTSDKLYSEFGREASKNFTEMSQRIETMVKHAFHKSPLRGQLVKAHIIKFSKEDDGVLAHMLLIFRIRSTEDPETVHKIIEYVLHEKLKYATGPPNVDPESVKIKKINKTESDNYFNHCCGTRRNKSTVQTSVRIVGGTPVEEEEWPWQSSLRWDGSHRCGATLINNTWLVTAAHCFRTHKDPSRWSATFGATLQPRKLTTGIRRIIVHEKYKYPSHDYDIALAELSKPVPCTNAVHKVCLPD.... Result: 0 (no interaction). (4) The miRNA is mmu-miR-344b-3p with sequence CAUUUAGCCAAAGCCUGACUGU. The protein sequence of the target gene is MSSSEEADLLRLEEVFSTTLARTISLILQPLLLADPEPSDPCGKECLRLLQQLHESAQRLWYVTEQSLLSLRQRLYHPPSKGLEAVLLLSNADHVLQAHMEYIKSYTDCVVAQAFQKVSKKRSEFWRSQRKALRQLLSSGSSEGSVGTTMCQALRQPLSQHVQKYLLLLLSLRDTLDESHPAQELVMHAITLFGNLQSFMGQALDQAVATQALWHSLSSRLRDVLCSPAHRLLQDSQDIPVVVTPLRAERVLLFDDSLVLLQGHNTHTFDLKLVWVKPGQDKCVLHILTPEEEISFCTRD.... Result: 0 (no interaction). (5) The miRNA is hsa-miR-6780a-5p with sequence UUGGGAGGGAAGACAGCUGGAGA. The protein sequence of the target gene is MESMAVATDGGERPGVPAGSGLSASQRRAELRRRKLLMNSEQRINRIMGFHRPGSGAEEESQTKSKQQDSDKLNSLSVPSVSKRVVLGDSVSTGTTDQQGGVAEVKGTQLGDKLDSFIKPPECSSDVNLELRQRNRGDLTADSVQRGSRHGLEQYLSRFEEAMKLRKQLISEKPSQEDGNTTEEFDSFRIFRLVGCALLALGVRAFVCKYLSIFAPFLTLQLAYMGLYKYFPKSEKKIKTTVLTAALLLSGIPAEVINRSMDTYSKMGEVFTDLCVYFFTFIFCHELLDYWGSEVP. Result: 1 (interaction). (6) The miRNA is hsa-miR-517c-3p with sequence AUCGUGCAUCCUUUUAGAGUGU. The protein sequence of the target gene is MPSQMEHAMETMMLTFHRFAGDKDHLTKEDLRVLMEREFPGFLENQKDPLAVDKIMKDLDQCRDGKVGFQSFLSLVAGLTIACNDYFVVNMKQKGKK. Result: 0 (no interaction). (7) The miRNA is hsa-miR-223-3p with sequence UGUCAGUUUGUCAAAUACCCCA. The protein sequence of the target gene is MKLLHVFLLFLCFHLRFCKVTYTSQEDLVEKKCLAKKYTHLSCDKVFCQPWQRCIEGTCVCKLPYQCPKNGTAVCATNRRSFPTYCQQKSLECLHPGTKFLNNGTCTAEGKFSVSLKHGNTDSEGIVEVKLVDQDKTMFICKSSWSMREANVACLDLGFQQGADTQRRFKLSDLSINSTECLHVHCRGLETSLAECTFTKRRTMGYQDFADVVCYTQKADSPMDDFFQCVNGKYISQMKACDGINDCGDQSDELCCKACQGKGFHCKSGVCIPSQYQCNGEVDCITGEDEVGCAGFASVT.... Result: 0 (no interaction). (8) The miRNA is hsa-miR-6886-5p with sequence CCCGCAGGUGAGAUGAGGGCU. The protein sequence of the target gene is MPGETEEPRPPEQQDQEGGEAAKAAPEEPQQRPPEAVAAAPAGTTSSRVLRGGRDRGRAAAAAAAAAVSRRRKAEYPRRRRSSPSARPPDVPGQQPQAAKSPSPVQGKKSPRLLCIEKVTTDKDPKEEKEEEDDSALPQEVSIAASRPSRGWRSSRTSVSRHRDTENTRSSRSKTGSLQLICKSEPNTDQLDYDVGEEHQSPGGISSEEEEEEEEEMLISEEEIPFKDDPRDETYKPHLERETPKPRRKSGKVKEEKEKKEIKVEVEVEVKEEENEIREDEEPPRKRGRRRKDDKSPRLP.... Result: 1 (interaction).